Dataset: Full USPTO retrosynthesis dataset with 1.9M reactions from patents (1976-2016). Task: Predict the reactants needed to synthesize the given product. (1) Given the product [Cl-:25].[C:1]1([CH3:14])[CH:6]=[C:5]([CH3:7])[CH:4]=[C:3]([CH3:8])[C:2]=1[N+:9]1[CH:13]=[CH:12][N:11]([CH2:24][C:21]2[CH:22]=[CH:23][C:18]([Si:17]([O:28][CH3:29])([O:16][CH3:15])[O:26][CH3:27])=[CH:19][CH:20]=2)[CH:10]=1, predict the reactants needed to synthesize it. The reactants are: [C:1]1([CH3:14])[CH:6]=[C:5]([CH3:7])[CH:4]=[C:3]([CH3:8])[C:2]=1[N:9]1[CH:13]=[CH:12][N:11]=[CH:10]1.[CH3:15][O:16][Si:17]([O:28][CH3:29])([O:26][CH3:27])[C:18]1[CH:23]=[CH:22][C:21]([CH2:24][Cl:25])=[CH:20][CH:19]=1. (2) Given the product [Cl:16][C:15]1[C:10]2[O:9][CH:8]([CH:18]([CH3:20])[CH3:19])[C:7](=[O:21])[N:6]([CH2:5][CH2:4][C:3]([OH:22])=[O:2])[C:11]=2[CH:12]=[C:13]([CH3:17])[CH:14]=1, predict the reactants needed to synthesize it. The reactants are: C[O:2][C:3](=[O:22])[CH2:4][CH2:5][N:6]1[C:11]2[CH:12]=[C:13]([CH3:17])[CH:14]=[C:15]([Cl:16])[C:10]=2[O:9][CH:8]([CH:18]([CH3:20])[CH3:19])[C:7]1=[O:21].[OH-].[Na+]. (3) Given the product [Cl:1][C:2]1[CH:3]=[C:4]([NH:9][C:10]2[C:19]3[C:14](=[CH:15][CH:16]=[C:17]([C:20]4[O:21][C:22]([CH2:25][NH:31][CH2:27][CH:28]=[CH:29][CH3:30])=[CH:23][CH:24]=4)[CH:18]=3)[N:13]=[CH:12][N:11]=2)[CH:5]=[CH:6][C:7]=1[F:8], predict the reactants needed to synthesize it. The reactants are: [Cl:1][C:2]1[CH:3]=[C:4]([NH:9][C:10]2[C:19]3[C:14](=[CH:15][CH:16]=[C:17]([C:20]4[O:21][C:22]([CH:25]=O)=[CH:23][CH:24]=4)[CH:18]=3)[N:13]=[CH:12][N:11]=2)[CH:5]=[CH:6][C:7]=1[F:8].[CH2:27]([NH2:31])/[CH:28]=[CH:29]/[CH3:30].C(O[BH-](OC(=O)C)OC(=O)C)(=O)C.[Na+]. (4) Given the product [Cl:27][CH2:26][CH2:25][CH2:24][CH2:23][N:11]1[CH:12]=[C:13]([C:16]2[C:17]([F:22])=[N:18][CH:19]=[CH:20][CH:21]=2)[C:14](=[O:15])[NH:9][C:10]1=[O:28], predict the reactants needed to synthesize it. The reactants are: C([N:9]1[C:14](=[O:15])[C:13]([C:16]2[C:17]([F:22])=[N:18][CH:19]=[CH:20][CH:21]=2)=[CH:12][N:11]([CH2:23][CH2:24][CH2:25][CH2:26][Cl:27])[C:10]1=[O:28])(=O)C1C=CC=CC=1. (5) Given the product [CH2:10]([O:12][C:13]([C:15]1[C:16]([S:27][CH2:28][CH3:29])=[N:17][C:18]2[C:23]([C:24]=1[CH3:25])=[CH:22][CH:21]=[C:20]([N:8]([CH3:9])[CH3:7])[CH:19]=2)=[O:14])[CH3:11], predict the reactants needed to synthesize it. The reactants are: C([O-])([O-])=O.[K+].[K+].[CH3:7][NH:8][CH3:9].[CH2:10]([O:12][C:13]([C:15]1[C:16]([S:27][CH2:28][CH3:29])=[N:17][C:18]2[C:23]([C:24]=1[CH3:25])=[CH:22][CH:21]=[C:20](F)[CH:19]=2)=[O:14])[CH3:11].CCCCCC.